This data is from Full USPTO retrosynthesis dataset with 1.9M reactions from patents (1976-2016). The task is: Predict the reactants needed to synthesize the given product. (1) Given the product [CH3:1][O:2][C:3]([C:5]1[CH:9]=[C:8]([C:29]2[CH:30]=[C:31]([CH3:32])[NH:27][N:28]=2)[S:7][CH:6]=1)=[O:4], predict the reactants needed to synthesize it. The reactants are: [CH3:1][O:2][C:3]([C:5]1[CH:9]=[C:8](B2OC(C)(C)C(C)(C)O2)[S:7][CH:6]=1)=[O:4].O.C(OC([N:27]1[C:31]([CH3:32])=[CH:30][C:29](I)=[N:28]1)=O)(C)(C)C.C(=O)([O-])[O-].[Cs+].[Cs+]. (2) Given the product [CH3:1][C:2]1[N:7]=[C:6]([C:8]([OH:10])=[O:9])[C:5]([N:11]2[N:12]=[CH:13][CH:14]=[N:16]2)=[CH:4][CH:3]=1, predict the reactants needed to synthesize it. The reactants are: [CH3:1][C:2]1[N:7]=[C:6]([C:8]([OH:10])=[O:9])[C:5]([N:11]2C=[CH:14][CH:13]=[N:12]2)=[CH:4][CH:3]=1.[N:16]1NN=CC=1. (3) Given the product [CH:1]([NH:4][S:5]([C:8]1[C:13]([Cl:14])=[CH:12][CH:11]=[C:10]([NH2:15])[C:9]=1[OH:18])(=[O:7])=[O:6])([CH3:3])[CH3:2], predict the reactants needed to synthesize it. The reactants are: [CH:1]([NH:4][S:5]([C:8]1[C:13]([Cl:14])=[CH:12][CH:11]=[C:10]([N+:15]([O-])=O)[C:9]=1[OH:18])(=[O:7])=[O:6])([CH3:3])[CH3:2].[H][H]. (4) Given the product [CH3:60][O:59][C:57](=[O:58])[NH:56][C@H:49]([C:50]1[CH:55]=[CH:54][CH:53]=[CH:52][CH:51]=1)[C:48]([N:113]1[CH2:114][CH2:115][CH2:116][C@H:112]1[C:110]1[NH:109][C:108]2[CH:117]=[C:104]([C:73]3[CH:74]=[CH:75][C:76]4[C:77]5[C:82](=[CH:81][C:80]([C:83]6[NH:87][C:86]([C@@H:88]7[CH2:92][CH2:91][CH2:90][N:89]7[C:93](=[O:103])[C@@H:94]([NH:98][C:99]([O:100][CH3:101])=[O:102])[CH:95]([CH3:96])[CH3:97])=[N:85][CH:84]=6)=[CH:79][CH:78]=5)[C:70]([F:69])([F:118])[C:71]=4[CH:72]=3)[CH:105]=[CH:106][C:107]=2[N:111]=1)=[O:61], predict the reactants needed to synthesize it. The reactants are: COC(=O)N[C@@H](C(C)C)C(N1[C@H](C2NC(C3C=CC(C4C=CC5C(=CC=C(C6NC([C@@H]7CCCN7[C:48](=[O:61])[C@H:49]([NH:56][C:57]([O:59][CH3:60])=[O:58])[C:50]7[CH:55]=[CH:54][CH:53]=[CH:52][CH:51]=7)=NC=6)C=5)C=4)=CC=3)=CN=2)CC2(OCCO2)C1)=O.Cl.Cl.Cl.[F:69][C:70]1([F:118])[C:82]2[CH:81]=[C:80]([C:83]3[NH:87][C:86]([C@@H:88]4[CH2:92][CH2:91][CH2:90][N:89]4[C:93](=[O:103])[C@@H:94]([NH:98][C:99](=[O:102])[O:100][CH3:101])[CH:95]([CH3:97])[CH3:96])=[N:85][CH:84]=3)[CH:79]=[CH:78][C:77]=2[C:76]2[C:71]1=[CH:72][C:73]([C:104]1[CH:105]=[CH:106][C:107]3[N:111]=[C:110]([C@@H:112]4[CH2:116][CH2:115][CH2:114][NH:113]4)[NH:109][C:108]=3[CH:117]=1)=[CH:74][CH:75]=2. (5) Given the product [CH3:30][CH:20]([CH2:21][CH2:22][CH2:23][CH2:24][CH2:25][CH2:26][CH2:27][CH2:28][CH3:29])[CH2:19][CH2:18][C:9]#[C:10][CH3:11], predict the reactants needed to synthesize it. The reactants are: CN(C)CCN(C)C.[CH:9]#[C:10][CH3:11].[Li]CCCC.Br[CH2:18][CH2:19][CH:20]([CH3:30])[CH2:21][CH2:22][CH2:23][CH2:24][CH2:25][CH2:26][CH2:27][CH2:28][CH3:29].[Cl-].[NH4+]. (6) Given the product [Br:8][C:9]1[CH:16]=[CH:15][C:12]([CH:13]([OH:14])[CH2:2][C:1]([O:4][CH2:5][CH3:6])=[O:3])=[CH:11][CH:10]=1, predict the reactants needed to synthesize it. The reactants are: [C:1]([O:4][CH2:5][CH3:6])(=[O:3])[CH3:2].[Li].[Br:8][C:9]1[CH:16]=[CH:15][C:12]([CH:13]=[O:14])=[CH:11][CH:10]=1.[Cl-].[NH4+]. (7) Given the product [OH:19][CH2:20][C:21]([NH:24][S:25]([C:28]1[CH:29]=[N:30][CH:31]=[C:32]([C:18]#[C:17][C:16]2[CH:15]=[N:14][N:11]3[CH:12]=[CH:13][C:8]([C:5]4[CH:4]=[CH:3][C:2]([Cl:1])=[CH:7][CH:6]=4)=[N:9][C:10]=23)[CH:33]=1)(=[O:27])=[O:26])([CH3:23])[CH3:22], predict the reactants needed to synthesize it. The reactants are: [Cl:1][C:2]1[CH:7]=[CH:6][C:5]([C:8]2[CH:13]=[CH:12][N:11]3[N:14]=[CH:15][C:16]([C:17]#[CH:18])=[C:10]3[N:9]=2)=[CH:4][CH:3]=1.[OH:19][CH2:20][C:21]([NH:24][S:25]([C:28]1[CH:29]=[N:30][CH:31]=[C:32](Br)[CH:33]=1)(=[O:27])=[O:26])([CH3:23])[CH3:22]. (8) Given the product [F:1][C:2]1[CH2:3][C:4]([N+:11]([O-:13])=[O:12])([OH:10])[CH:5]=[C:6]([F:9])[C:7]=1[F:8], predict the reactants needed to synthesize it. The reactants are: [F:1][C:2]1[CH:3]=[C:4]([OH:10])[CH:5]=[C:6]([F:9])[C:7]=1[F:8].[N+:11]([O-])([OH:13])=[O:12]. (9) Given the product [CH3:2][S:3]([C:6]1[CH:7]=[CH:8][C:9]([C:12]2[CH:17]=[CH:16][C:15]([O:18][CH2:19][CH:20]3[CH2:25][CH2:24][N:23]([CH2:34][C:35]4([OH:33])[CH2:40][CH2:39][CH2:38][CH2:37][CH2:36]4)[CH2:22][CH2:21]3)=[CH:14][CH:13]=2)=[CH:10][CH:11]=1)(=[O:5])=[O:4], predict the reactants needed to synthesize it. The reactants are: Cl.[CH3:2][S:3]([C:6]1[CH:11]=[CH:10][C:9]([C:12]2[CH:17]=[CH:16][C:15]([O:18][CH2:19][CH:20]3[CH2:25][CH2:24][NH:23][CH2:22][CH2:21]3)=[CH:14][CH:13]=2)=[CH:8][CH:7]=1)(=[O:5])=[O:4].C([O-])([O-])=O.[K+].[K+].O.[O:33]1[C:35]2([CH2:40][CH2:39][CH2:38][CH2:37][CH2:36]2)[CH2:34]1.